From a dataset of Full USPTO retrosynthesis dataset with 1.9M reactions from patents (1976-2016). Predict the reactants needed to synthesize the given product. (1) Given the product [OH:38][CH2:37][C@H:36]([NH:35][C:14]1[CH:15]=[C:16]([N:18]([S:19]([N:22]2[CH2:26][CH2:25][CH2:24][CH2:23]2)(=[O:20])=[O:21])[CH2:27][O:28][CH2:29][CH2:30][Si:31]([CH3:33])([CH3:34])[CH3:32])[N:17]=[C:12]([S-:11])[N:13]=1)[CH3:39].[Na+:3], predict the reactants needed to synthesize it. The reactants are: O.[SH-].[Na+:3].C([S:11][C:12]1[N:17]=[C:16]([N:18]([CH2:27][O:28][CH2:29][CH2:30][Si:31]([CH3:34])([CH3:33])[CH3:32])[S:19]([N:22]2[CH2:26][CH2:25][CH2:24][CH2:23]2)(=[O:21])=[O:20])[CH:15]=[C:14]([NH:35][C@H:36]([CH3:39])[CH2:37][OH:38])[N:13]=1)C1C=CC=CC=1. (2) Given the product [N+:16]([C:13]1[CH:14]=[CH:15][C:10]([CH:9]2[CH2:8][CH2:7][CH:6]([C:24]3[CH:29]=[CH:28][C:27]([N+:30]([O-:32])=[O:31])=[CH:26][CH:25]=3)[N:33]2[C:34]2[CH:39]=[CH:38][CH:37]=[CH:36][CH:35]=2)=[CH:11][CH:12]=1)([O-:18])=[O:17], predict the reactants needed to synthesize it. The reactants are: CS(O[CH:6]([C:24]1[CH:29]=[CH:28][C:27]([N+:30]([O-:32])=[O:31])=[CH:26][CH:25]=1)[CH2:7][CH2:8][CH:9](OS(C)(=O)=O)[C:10]1[CH:15]=[CH:14][C:13]([N+:16]([O-:18])=[O:17])=[CH:12][CH:11]=1)(=O)=O.[NH2:33][C:34]1[CH:39]=[CH:38][CH:37]=[CH:36][CH:35]=1. (3) Given the product [CH2:1]([C:3]1[CH:8]=[C:7]([N+:11]([O-:13])=[O:12])[C:6]([OH:9])=[C:5]([CH3:10])[CH:4]=1)[CH3:2], predict the reactants needed to synthesize it. The reactants are: [CH2:1]([C:3]1[CH:8]=[CH:7][C:6]([OH:9])=[C:5]([CH3:10])[CH:4]=1)[CH3:2].[N:11]([O-:13])=[O:12].[Na+].C(OC(C)C)(C)C.S(=O)(=O)(O)O. (4) Given the product [Cl:32][C:33]1[N:38]=[C:37]([CH2:39][C:14]([C:13]2[CH:12]=[C:11]([NH:10][S:7]([C:1]3[CH:2]=[CH:3][CH:4]=[CH:5][CH:6]=3)(=[O:8])=[O:9])[CH:21]=[CH:20][CH:19]=2)=[O:16])[CH:36]=[CH:35][N:34]=1, predict the reactants needed to synthesize it. The reactants are: [C:1]1([S:7]([NH:10][C:11]2[CH:12]=[C:13]([CH:19]=[CH:20][CH:21]=2)[C:14]([O:16]CC)=O)(=[O:9])=[O:8])[CH:6]=[CH:5][CH:4]=[CH:3][CH:2]=1.[Li+].C[Si]([N-][Si](C)(C)C)(C)C.[Cl:32][C:33]1[N:38]=[C:37]([CH3:39])[CH:36]=[CH:35][N:34]=1. (5) Given the product [C:1]([O:5][C:6]([N:8]([C:22]1[CH:27]=[CH:26][C:25]([F:28])=[C:24]([Cl:29])[CH:23]=1)[C:9]1[C:17]2[C:12](=[CH:13][N:14]=[CH:15][CH:16]=2)[S:11][C:10]=1[C:18]([OH:20])=[O:19])=[O:7])([CH3:4])([CH3:2])[CH3:3], predict the reactants needed to synthesize it. The reactants are: [C:1]([O:5][C:6]([N:8]([C:22]1[CH:27]=[CH:26][C:25]([F:28])=[C:24]([Cl:29])[CH:23]=1)[C:9]1[C:17]2[C:12](=[CH:13][N:14]=[CH:15][CH:16]=2)[S:11][C:10]=1[C:18]([O:20]C)=[O:19])=[O:7])([CH3:4])([CH3:3])[CH3:2].[Li+].[OH-]. (6) Given the product [CH3:13][O:12][C:7]1[CH:6]=[C:5]2[C:10]([CH2:11][CH:3]([NH:2][C:16](=[O:17])[O:18][CH2:19][CH3:20])[C:4]2=[O:14])=[CH:9][CH:8]=1, predict the reactants needed to synthesize it. The reactants are: Cl.[NH2:2][CH:3]1[CH2:11][C:10]2[C:5](=[CH:6][C:7]([O:12][CH3:13])=[CH:8][CH:9]=2)[C:4]1=[O:14].Cl[C:16]([O:18][CH2:19][CH3:20])=[O:17].C(NC(C)C)(C)C.Cl. (7) Given the product [Cl:1][C:2]1[N:11]=[C:10]([NH:12][CH2:13][C@@H:14]2[CH2:15][N:16]([C:20](=[O:22])[CH:28]([F:32])[F:27])[CH2:17][CH2:18][O:19]2)[C:9]2[C:4](=[N:5][CH:6]=[CH:7][N:8]=2)[CH:3]=1, predict the reactants needed to synthesize it. The reactants are: [Cl:1][C:2]1[N:11]=[C:10]([NH:12][CH2:13][C@H:14]2[O:19][CH2:18][CH2:17][N:16]([C:20]([O:22]C(C)(C)C)=O)[CH2:15]2)[C:9]2[C:4](=[N:5][CH:6]=[CH:7][N:8]=2)[CH:3]=1.[F:27][CH:28]([F:32])C(O)=O.CN(C(ON1N=NC2C=CC=NC1=2)=[N+](C)C)C.F[P-](F)(F)(F)(F)F.CCN(C(C)C)C(C)C.